Dataset: Full USPTO retrosynthesis dataset with 1.9M reactions from patents (1976-2016). Task: Predict the reactants needed to synthesize the given product. (1) Given the product [Cl:17][C:2]1[N:7]=[C:6]2[CH:8]=[C:9]([C:11]([O:13][CH3:14])=[O:12])[S:10][C:5]2=[N:4][CH:3]=1, predict the reactants needed to synthesize it. The reactants are: O=[C:2]1[NH:7][C:6]2[CH:8]=[C:9]([C:11]([O:13][CH3:14])=[O:12])[S:10][C:5]=2[N:4]=[CH:3]1.P(Cl)(Cl)([Cl:17])=O. (2) Given the product [ClH:1].[ClH:1].[C:19]1([C@H:25]([NH:27][C:2]2[C:11]3[C:6](=[CH:7][CH:8]=[CH:9][CH:10]=3)[C:5]([CH2:12][C:13]3[CH:18]=[CH:17][N:16]=[CH:15][CH:14]=3)=[N:4][N:3]=2)[CH3:26])[CH:24]=[CH:23][CH:22]=[CH:21][CH:20]=1, predict the reactants needed to synthesize it. The reactants are: [Cl:1][C:2]1[C:11]2[C:6](=[CH:7][CH:8]=[CH:9][CH:10]=2)[C:5]([CH2:12][C:13]2[CH:18]=[CH:17][N:16]=[CH:15][CH:14]=2)=[N:4][N:3]=1.[C:19]1([C@@H:25]([NH2:27])[CH3:26])[CH:24]=[CH:23][CH:22]=[CH:21][CH:20]=1.C(O)CCC.